This data is from Reaction yield outcomes from USPTO patents with 853,638 reactions. The task is: Predict the reaction yield, written as a fraction of the theoretical maximum amount of product (1.0 means a 100% yield; for example, 0.34 means a 34% yield). (1) The reactants are Br[C:2]1[C:3]([CH3:24])=[C:4]([N:9]([C:17]([O:19][C:20]([CH3:23])([CH3:22])[CH3:21])=[O:18])[C:10](=[O:16])[O:11][C:12]([CH3:15])([CH3:14])[CH3:13])[C:5]([F:8])=[CH:6][CH:7]=1.CC([O-])=O.[K+].[B:30]1([B:30]2[O:34][C:33]([CH3:36])([CH3:35])[C:32]([CH3:38])([CH3:37])[O:31]2)[O:34][C:33]([CH3:36])([CH3:35])[C:32]([CH3:38])([CH3:37])[O:31]1.O. The catalyst is CS(C)=O.C1C=CC(P(C2C=CC=CC=2)[C-]2C=CC=C2)=CC=1.C1C=CC(P(C2C=CC=CC=2)[C-]2C=CC=C2)=CC=1.Cl[Pd]Cl.[Fe+2]. The product is [C:12]([O:11][C:10]([N:9]([C:4]1[C:5]([F:8])=[CH:6][CH:7]=[C:2]([B:30]2[O:34][C:33]([CH3:36])([CH3:35])[C:32]([CH3:38])([CH3:37])[O:31]2)[C:3]=1[CH3:24])[C:17](=[O:18])[O:19][C:20]([CH3:23])([CH3:22])[CH3:21])=[O:16])([CH3:15])([CH3:14])[CH3:13]. The yield is 0.640. (2) The reactants are C([NH:4][C:5]1[C:9]([Cl:10])=[C:8]([C:11]2[CH:16]=[CH:15][CH:14]=[C:13]([NH:17][CH:18]3[CH2:23][CH2:22][CH2:21][CH2:20][CH2:19]3)[CH:12]=2)[S:7][C:6]=1C(OC)=O)(=O)C.[OH-].[Na+].Cl.N. The catalyst is CCO.O.C(Cl)Cl. The product is [Cl:10][C:9]1[C:5]([NH2:4])=[CH:6][S:7][C:8]=1[C:11]1[CH:16]=[CH:15][CH:14]=[C:13]([NH:17][CH:18]2[CH2:23][CH2:22][CH2:21][CH2:20][CH2:19]2)[CH:12]=1. The yield is 0.910. (3) The reactants are Cl.[OH:2][C@H:3]1[CH2:7][NH:6][C@H:5]([C:8]([NH:10][CH2:11][C:12]2[CH:17]=[CH:16][C:15]([C:18]3[S:22][CH:21]=[N:20][C:19]=3[CH3:23])=[CH:14][CH:13]=2)=[O:9])[CH2:4]1.[C:24]([O:27][C@@H:28]([CH3:32])[C:29](O)=[O:30])(=[O:26])[CH3:25].CCN(C(C)C)C(C)C.CN(C(ON1N=NC2C=CC=NC1=2)=[N+](C)C)C.F[P-](F)(F)(F)(F)F. The catalyst is CN(C=O)C. The product is [C:24]([O:27][C@@H:28]([CH3:32])[C:29]([N:6]1[CH2:7][C@H:3]([OH:2])[CH2:4][C@H:5]1[C:8](=[O:9])[NH:10][CH2:11][C:12]1[CH:13]=[CH:14][C:15]([C:18]2[S:22][CH:21]=[N:20][C:19]=2[CH3:23])=[CH:16][CH:17]=1)=[O:30])(=[O:26])[CH3:25].[C:24]([N:6]1[CH2:7][C@H:3]([OH:2])[CH2:4][C@H:5]1[C:8]([NH:10][CH2:11][C:12]1[CH:13]=[CH:14][C:15]([C:18]2[S:22][CH:21]=[N:20][C:19]=2[CH3:23])=[CH:16][CH:17]=1)=[O:9])(=[O:26])[CH3:25]. The yield is 0.410.